Dataset: Full USPTO retrosynthesis dataset with 1.9M reactions from patents (1976-2016). Task: Predict the reactants needed to synthesize the given product. Given the product [F:20][C:17]([F:18])([F:19])[C:12]([C:3]1[CH:4]=[CH:5][C:6]2[C:11](=[CH:10][CH:9]=[CH:8][CH:7]=2)[C:2]=1[NH:1][C:27]([CH:22]1[CH2:26][CH2:25][CH2:24][CH2:23]1)=[O:28])([OH:21])[C:13]([F:14])([F:15])[F:16], predict the reactants needed to synthesize it. The reactants are: [NH2:1][C:2]1[C:11]2[C:6](=[CH:7][CH:8]=[CH:9][CH:10]=2)[CH:5]=[CH:4][C:3]=1[C:12]([OH:21])([C:17]([F:20])([F:19])[F:18])[C:13]([F:16])([F:15])[F:14].[CH:22]1([C:27](Cl)=[O:28])[CH2:26][CH2:25][CH2:24][CH2:23]1.